From a dataset of Blood-brain barrier permeability classification from the B3DB database. Regression/Classification. Given a drug SMILES string, predict its absorption, distribution, metabolism, or excretion properties. Task type varies by dataset: regression for continuous measurements (e.g., permeability, clearance, half-life) or binary classification for categorical outcomes (e.g., BBB penetration, CYP inhibition). Dataset: b3db_classification. (1) The molecule is CN(Cc1cc(Br)cc(Br)c1N)C1CCCCC1. The result is 0 (does not penetrate BBB). (2) The molecule is N[C@H]1C[C@@H]1c1ccc(F)cc1. The result is 1 (penetrates BBB). (3) The molecule is CN(Cc1nc(-c2cccs2)no1)C(=O)CSCc1ccc([N+](=O)[O-])cc1. The result is 0 (does not penetrate BBB).